Task: Predict the product of the given reaction.. Dataset: Forward reaction prediction with 1.9M reactions from USPTO patents (1976-2016) (1) Given the reactants Cl.C(OC([NH:9][CH2:10][CH2:11][CH2:12][N:13]1[C:17]([C:18](OCC)=[O:19])=[CH:16][C:15]([CH2:23][O:24][C:25]2[CH:30]=[CH:29][CH:28]=[CH:27][CH:26]=2)=[N:14]1)=O)(C)(C)C.C([O-])([O-])=O.[Na+].[Na+], predict the reaction product. The product is: [O:24]([CH2:23][C:15]1[CH:16]=[C:17]2[C:18](=[O:19])[NH:9][CH2:10][CH2:11][CH2:12][N:13]2[N:14]=1)[C:25]1[CH:30]=[CH:29][CH:28]=[CH:27][CH:26]=1. (2) Given the reactants [CH2:1]([O:8][C:9]1[CH:14]=[CH:13][C:12]([NH:15][C:16]2[C:21]([NH2:22])=[C:20]([CH3:23])[CH:19]=[CH:18][N:17]=2)=[CH:11][CH:10]=1)[C:2]1[CH:7]=[CH:6][CH:5]=[CH:4][CH:3]=1.[N:24]#[C:25]Br.C1COCC1.C(=O)([O-])O.[Na+], predict the reaction product. The product is: [CH2:1]([O:8][C:9]1[CH:14]=[CH:13][C:12]([N:15]2[C:16]3=[N:17][CH:18]=[CH:19][C:20]([CH3:23])=[C:21]3[N:22]=[C:25]2[NH2:24])=[CH:11][CH:10]=1)[C:2]1[CH:7]=[CH:6][CH:5]=[CH:4][CH:3]=1. (3) Given the reactants [CH3:1][O:2][C:3]1[CH:8]=[CH:7][C:6]([C:9]2[N:13]([C:14]3[CH:19]=[CH:18][CH:17]=[CH:16][CH:15]=3)[N:12]=[C:11]([CH2:20][CH2:21][CH:22]=O)[CH:10]=2)=[CH:5][CH:4]=1.[Cl:24][C:25]1[CH:26]=[C:27]([N:32]2[CH2:37][CH2:36][NH:35][CH2:34][CH2:33]2)[CH:28]=[CH:29][C:30]=1[Cl:31].CCN(C(C)C)C(C)C.[BH-](OC(C)=O)(OC(C)=O)OC(C)=O.[Na+], predict the reaction product. The product is: [Cl:24][C:25]1[CH:26]=[C:27]([N:32]2[CH2:37][CH2:36][N:35]([CH2:22][CH2:21][CH2:20][C:11]3[CH:10]=[C:9]([C:6]4[CH:7]=[CH:8][C:3]([O:2][CH3:1])=[CH:4][CH:5]=4)[N:13]([C:14]4[CH:15]=[CH:16][CH:17]=[CH:18][CH:19]=4)[N:12]=3)[CH2:34][CH2:33]2)[CH:28]=[CH:29][C:30]=1[Cl:31]. (4) The product is: [CH:1]1([CH2:4][O:5][C:6]2[CH:24]=[CH:23][C:9]([CH2:10][N:11]3[CH2:20][CH2:19][C:18]4[C:13](=[CH:14][CH:15]=[C:16]([O:21][S:32]([C:35]([F:38])([F:37])[F:36])(=[O:34])=[O:33])[CH:17]=4)[C:12]3=[O:22])=[CH:8][CH:7]=2)[CH2:3][CH2:2]1. Given the reactants [CH:1]1([CH2:4][O:5][C:6]2[CH:24]=[CH:23][C:9]([CH2:10][N:11]3[CH2:20][CH2:19][C:18]4[C:13](=[CH:14][CH:15]=[C:16]([OH:21])[CH:17]=4)[C:12]3=[O:22])=[CH:8][CH:7]=2)[CH2:3][CH2:2]1.CCN(CC)CC.[S:32](O[S:32]([C:35]([F:38])([F:37])[F:36])(=[O:34])=[O:33])([C:35]([F:38])([F:37])[F:36])(=[O:34])=[O:33].O, predict the reaction product. (5) The product is: [CH3:15][NH:16][C:2]1[CH:11]=[CH:10][C:9]2[C:4](=[CH:5][CH:6]=[CH:7][C:8]=2[N+:12]([O-:14])=[O:13])[N:3]=1. Given the reactants Cl[C:2]1[CH:11]=[CH:10][C:9]2[C:4](=[CH:5][CH:6]=[CH:7][C:8]=2[N+:12]([O-:14])=[O:13])[N:3]=1.[CH3:15][NH2:16], predict the reaction product. (6) Given the reactants Cl.[N+:2]([C:5]1[CH:15]=[CH:14][C:8]([O:9][CH2:10][C:11]([OH:13])=[O:12])=[CH:7][CH:6]=1)([O-:4])=[O:3].[CH2:16](O)[CH2:17][OH:18], predict the reaction product. The product is: [OH:18][CH2:17][CH2:16][O:12][C:11](=[O:13])[CH2:10][O:9][C:8]1[CH:7]=[CH:6][C:5]([N+:2]([O-:4])=[O:3])=[CH:15][CH:14]=1. (7) Given the reactants CO.[CH:3]1([N:9]2[CH2:14][CH2:13][NH:12][CH2:11][CH2:10]2)[CH2:8][CH2:7][CH2:6][CH2:5][CH2:4]1.[C:15]1([CH2:21][CH:22]=O)[CH:20]=[CH:19][CH:18]=[CH:17][CH:16]=1.C(O[BH-](OC(=O)C)OC(=O)C)(=O)C.[Na+], predict the reaction product. The product is: [C:15]1([CH2:21][CH2:22][N:12]2[CH2:13][CH2:14][N:9]([CH:3]3[CH2:8][CH2:7][CH2:6][CH2:5][CH2:4]3)[CH2:10][CH2:11]2)[CH:20]=[CH:19][CH:18]=[CH:17][CH:16]=1. (8) Given the reactants [CH:1]1([C:4]2[CH:12]=[C:11]([C:13]([F:16])([F:15])[F:14])[CH:10]=[CH:9][C:5]=2[C:6]([OH:8])=O)[CH2:3][CH2:2]1.CN(C(ON1N=NC2C=CC=NC1=2)=[N+](C)C)C.F[P-](F)(F)(F)(F)F.C(N(C(C)C)C(C)C)C.[CH3:50][N:51]1[CH:56]2[CH2:57][CH2:58][CH:52]1[C:53]([NH2:65])([C:59]1[CH:64]=[CH:63][CH:62]=[CH:61][CH:60]=1)[CH2:54][CH2:55]2, predict the reaction product. The product is: [CH:1]1([C:4]2[CH:12]=[C:11]([C:13]([F:16])([F:15])[F:14])[CH:10]=[CH:9][C:5]=2[C:6]([NH:65][C:53]2([C:59]3[CH:64]=[CH:63][CH:62]=[CH:61][CH:60]=3)[CH2:54][CH2:55][CH:56]3[N:51]([CH3:50])[CH:52]2[CH2:58][CH2:57]3)=[O:8])[CH2:2][CH2:3]1. (9) Given the reactants Br[N:2]1C(=O)CC[C:3]1=O.[CH3:9][C:10]1[CH:15]=[CH:14][C:13]([O:16][CH3:17])=[CH:12][C:11]=1[CH3:18], predict the reaction product. The product is: [CH3:18][C:11]1[CH:12]=[C:13]([O:16][CH3:17])[CH:14]=[CH:15][C:10]=1[CH2:9][C:3]#[N:2]. (10) Given the reactants [CH3:1][NH:2][C:3]1[CH:10]=[CH:9][C:6]([C:7]#[N:8])=[CH:5][CH:4]=1.[C:11]([O:15][C:16](=[O:26])[NH:17][C:18]1[CH:23]=[N:22][C:21]([CH2:24]Br)=[CH:20][N:19]=1)([CH3:14])([CH3:13])[CH3:12].C(=O)([O-])[O-].[K+].[K+], predict the reaction product. The product is: [C:11]([O:15][C:16](=[O:26])[NH:17][C:18]1[CH:23]=[N:22][C:21]([CH2:24][N:2]([C:3]2[CH:10]=[CH:9][C:6]([C:7]#[N:8])=[CH:5][CH:4]=2)[CH3:1])=[CH:20][N:19]=1)([CH3:14])([CH3:13])[CH3:12].